Dataset: Full USPTO retrosynthesis dataset with 1.9M reactions from patents (1976-2016). Task: Predict the reactants needed to synthesize the given product. (1) Given the product [F:1][C:2]([F:27])([F:26])[CH2:3][NH:4][C:5]([C:7]1([CH2:21][CH2:22][CH2:23][CH2:24][N:31]2[CH2:32][CH2:33][N:28]([C:34]3[S:35][C:36]4[CH:42]=[CH:41][CH:40]=[CH:39][C:37]=4[N:38]=3)[CH2:29][CH2:30]2)[C:20]2[CH:19]=[CH:18][CH:17]=[CH:16][C:15]=2[O:14][C:13]2[C:8]1=[CH:9][CH:10]=[CH:11][CH:12]=2)=[O:6], predict the reactants needed to synthesize it. The reactants are: [F:1][C:2]([F:27])([F:26])[CH2:3][NH:4][C:5]([C:7]1([CH2:21][CH2:22][CH2:23][CH2:24]Br)[C:20]2[CH:19]=[CH:18][CH:17]=[CH:16][C:15]=2[O:14][C:13]2[C:8]1=[CH:9][CH:10]=[CH:11][CH:12]=2)=[O:6].[N:28]1([C:34]2[S:35][C:36]3[CH:42]=[CH:41][CH:40]=[CH:39][C:37]=3[N:38]=2)[CH2:33][CH2:32][NH:31][CH2:30][CH2:29]1. (2) Given the product [F:30][C:28]([F:29])([F:31])[C:26]1[CH:25]=[C:5]([CH:4]=[C:3]([C:2]([F:33])([F:32])[F:1])[CH:27]=1)[CH2:6][N:7]([CH3:24])[CH:8]1[CH2:12][N:11]([CH2:13][C:14]2[CH:19]=[CH:18][CH:17]=[C:16]([Cl:20])[CH:15]=2)[CH:10]([C:21]([N:37]2[CH2:36][CH2:35][N:34]([C:40]3[CH:47]=[CH:46][CH:45]=[CH:44][C:41]=3[C:42]#[N:43])[CH2:39][CH2:38]2)=[O:22])[CH2:9]1, predict the reactants needed to synthesize it. The reactants are: [F:1][C:2]([F:33])([F:32])[C:3]1[CH:4]=[C:5]([CH:25]=[C:26]([C:28]([F:31])([F:30])[F:29])[CH:27]=1)[CH2:6][N:7]([CH3:24])[C@@H:8]1[CH2:12][N:11]([CH2:13][C:14]2[CH:19]=[CH:18][CH:17]=[C:16]([Cl:20])[CH:15]=2)[C@H:10]([C:21](O)=[O:22])[CH2:9]1.[N:34]1([C:40]2[CH:47]=[CH:46][CH:45]=[CH:44][C:41]=2[C:42]#[N:43])[CH2:39][CH2:38][NH:37][CH2:36][CH2:35]1.